Dataset: Catalyst prediction with 721,799 reactions and 888 catalyst types from USPTO. Task: Predict which catalyst facilitates the given reaction. Reactant: [C:1]([C:5]1[CH:10]=[CH:9][C:8]([CH2:11][C@@H:12]([NH:42]C(=O)OC(C)(C)C)[C:13]([N:15]2[CH2:20][CH2:19][CH:18]([N:21]3[N:30]=[C:29]([C:31]4[CH:36]=[CH:35][C:34]([O:37][CH3:38])=[C:33]([O:39][CH3:40])[CH:32]=4)[C@@H:28]4[C@@H:23]([CH2:24][CH2:25][CH2:26][CH2:27]4)[C:22]3=[O:41])[CH2:17][CH2:16]2)=[O:14])=[CH:7][CH:6]=1)([CH3:4])([CH3:3])[CH3:2].FC(F)(F)C(O)=O.C(=O)(O)[O-].[Na+]. Product: [NH2:42][C@H:12]([CH2:11][C:8]1[CH:7]=[CH:6][C:5]([C:1]([CH3:4])([CH3:3])[CH3:2])=[CH:10][CH:9]=1)[C:13]([N:15]1[CH2:16][CH2:17][CH:18]([N:21]2[N:30]=[C:29]([C:31]3[CH:36]=[CH:35][C:34]([O:37][CH3:38])=[C:33]([O:39][CH3:40])[CH:32]=3)[C@@H:28]3[C@@H:23]([CH2:24][CH2:25][CH2:26][CH2:27]3)[C:22]2=[O:41])[CH2:19][CH2:20]1)=[O:14]. The catalyst class is: 2.